This data is from Peptide-MHC class II binding affinity with 134,281 pairs from IEDB. The task is: Regression. Given a peptide amino acid sequence and an MHC pseudo amino acid sequence, predict their binding affinity value. This is MHC class II binding data. (1) The peptide sequence is DGCWYPMEIRPRKTHHHHHHH. The MHC is DRB5_0101 with pseudo-sequence DRB5_0101. The binding affinity (normalized) is 0.797. (2) The peptide sequence is MDYFIRMWNQAALAM. The MHC is DRB1_0701 with pseudo-sequence DRB1_0701. The binding affinity (normalized) is 0.571. (3) The peptide sequence is YDKFLANVSSVLTGK. The MHC is DRB1_1602 with pseudo-sequence DRB1_1602. The binding affinity (normalized) is 0.893. (4) The peptide sequence is NAGFKAAVAAAAVVP. The MHC is DRB1_1001 with pseudo-sequence DRB1_1001. The binding affinity (normalized) is 0.806.